This data is from Reaction yield outcomes from USPTO patents with 853,638 reactions. The task is: Predict the reaction yield, written as a fraction of the theoretical maximum amount of product (1.0 means a 100% yield; for example, 0.34 means a 34% yield). (1) The reactants are [N:1]1[CH:6]=[C:5]([CH3:7])[CH:4]=[CH:3][C:2]=1[CH3:8].[Se](=O)=O.S(=O)(=O)(O)[OH:13].[C:17](=O)([O-])[OH:18].[Na+]. The catalyst is N1C=CC=CC=1.CO. The product is [CH3:7][C:5]1[CH:4]=[CH:3][C:2]([C:8]([O:18][CH3:17])=[O:13])=[N:1][CH:6]=1. The yield is 0.406. (2) The reactants are [C:1]1([C:7]2[N:12]=[N:11][C:10]([N:13]3[CH2:17][C@@H:16]4[CH2:18][N:19]([C:21](OC(C)(C)C)=O)[CH2:20][C@@H:15]4[CH2:14]3)=[CH:9][CH:8]=2)[CH:6]=[CH:5][CH:4]=[CH:3][CH:2]=1.C=O. The catalyst is C(O)=O. The product is [CH3:21][N:19]1[CH2:18][C@@H:16]2[C@@H:15]([CH2:14][N:13]([C:10]3[N:11]=[N:12][C:7]([C:1]4[CH:2]=[CH:3][CH:4]=[CH:5][CH:6]=4)=[CH:8][CH:9]=3)[CH2:17]2)[CH2:20]1. The yield is 0.760. (3) The reactants are C1(C(N)C2CCCCC2)CCCCC1.Br[C:16]1[N:24]2[C:19]([C:20]([S:25][CH3:26])=[N:21][CH:22]=[N:23]2)=[CH:18][CH:17]=1.[CH2:27]([O:34][CH2:35][C@@H:36]1[CH:40]=[CH:39][CH2:38][C@H:37]1[OH:41])[C:28]1[CH:33]=[CH:32][CH:31]=[CH:30][CH:29]=1. The catalyst is O1CCOCC1. The product is [CH2:27]([O:34][CH2:35][C:36]1[C@H:37]([OH:41])[CH2:38][C@H:39]([C:16]2[N:24]3[C:19]([C:20]([S:25][CH3:26])=[N:21][CH:22]=[N:23]3)=[CH:18][CH:17]=2)[CH:40]=1)[C:28]1[CH:33]=[CH:32][CH:31]=[CH:30][CH:29]=1. The yield is 0.700. (4) The reactants are [CH2:1]([C:3]1[CH:4]=[N:5][N:6]([CH3:16])[C:7]=1[C:8]1[CH:9]=[C:10]([C:13]([OH:15])=O)[S:11][CH:12]=1)[CH3:2].[NH2:17][C@@H:18]([CH2:31][C:32]1[CH:37]=[CH:36][CH:35]=[CH:34][C:33]=1[C:38]([F:41])([F:40])[F:39])[CH2:19][N:20]1[C:28](=[O:29])[C:27]2[C:22](=[CH:23][CH:24]=[CH:25][CH:26]=2)[C:21]1=[O:30].C1CN([P+](Br)(N2CCCC2)N2CCCC2)CC1.F[P-](F)(F)(F)(F)F.CCN(C(C)C)C(C)C. The catalyst is C(Cl)(Cl)Cl. The product is [O:29]=[C:28]1[C:27]2[C:22](=[CH:23][CH:24]=[CH:25][CH:26]=2)[C:21](=[O:30])[N:20]1[CH2:19][C@@H:18]([NH:17][C:13]([C:10]1[S:11][CH:12]=[C:8]([C:7]2[N:6]([CH3:16])[N:5]=[CH:4][C:3]=2[CH2:1][CH3:2])[CH:9]=1)=[O:15])[CH2:31][C:32]1[CH:37]=[CH:36][CH:35]=[CH:34][C:33]=1[C:38]([F:40])([F:39])[F:41]. The yield is 0.710. (5) The reactants are I[C:2]1[CH:3]=[CH:4][C:5]2[N:6]([CH:8]=[C:9]([NH:11][C:12]([CH:14]3[CH2:16][CH2:15]3)=[O:13])[N:10]=2)[N:7]=1.[Br:17][C:18]1[CH:19]=[C:20]([OH:24])[CH:21]=[N:22][CH:23]=1.C(=O)([O-])[O-].[K+].[K+]. The catalyst is CN(C)C=O.O. The product is [Br:17][C:18]1[CH:19]=[C:20]([O:24][C:2]2[CH:3]=[CH:4][C:5]3[N:6]([CH:8]=[C:9]([NH:11][C:12]([CH:14]4[CH2:16][CH2:15]4)=[O:13])[N:10]=3)[N:7]=2)[CH:21]=[N:22][CH:23]=1. The yield is 0.850. (6) The reactants are [CH:1]([N:5]1[C:13]2[CH:12]=[C:11]([Cl:14])[N:10]=[CH:9][C:8]=2[C:7]([NH:15][CH2:16][CH2:17][NH:18][C:19](=[O:22])[CH2:20]Cl)=[N:6]1)([CH2:3][CH3:4])[CH3:2].C(=O)(O)[O-].[Na+].[I-].[K+]. The catalyst is CC(C)=O. The product is [CH:1]([N:5]1[C:13]2[CH:12]=[C:11]([Cl:14])[N:10]=[CH:9][C:8]=2[C:7]([N:15]2[CH2:16][CH2:17][NH:18][C:19](=[O:22])[CH2:20]2)=[N:6]1)([CH2:3][CH3:4])[CH3:2]. The yield is 0.210.